From a dataset of Forward reaction prediction with 1.9M reactions from USPTO patents (1976-2016). Predict the product of the given reaction. (1) Given the reactants [N:1]1([C:11](=[O:16])[C:12]([F:15])([F:14])[F:13])[C:10]2[C:5](=[CH:6][CH:7]=[CH:8][CH:9]=2)[CH2:4][CH2:3][CH2:2]1.[S:17]([Cl:21])(=O)(=[O:19])[OH:18], predict the reaction product. The product is: [F:13][C:12]([F:14])([F:15])[C:11]([N:1]1[C:10]2[C:5](=[CH:6][C:7]([S:17]([Cl:21])(=[O:19])=[O:18])=[CH:8][CH:9]=2)[CH2:4][CH2:3][CH2:2]1)=[O:16]. (2) Given the reactants [OH:1][C:2]1[CH:11]=[CH:10][C:5]([C:6]([O:8][CH3:9])=[O:7])=[CH:4][C:3]=1I.[CH2:13]([OH:18])[CH2:14][CH2:15][C:16]#[CH:17], predict the reaction product. The product is: [OH:18][CH2:13][CH2:14][CH2:15][C:16]1[O:1][C:2]2[CH:11]=[CH:10][C:5]([C:6]([O:8][CH3:9])=[O:7])=[CH:4][C:3]=2[CH:17]=1.